Dataset: Catalyst prediction with 721,799 reactions and 888 catalyst types from USPTO. Task: Predict which catalyst facilitates the given reaction. (1) Product: [Si:37]([O:1][CH2:2][CH2:3][CH2:4][C@@:5]1([C:22]2[CH:27]=[CH:26][CH:25]=[CH:24][CH:23]=2)[O:10][C:9](=[O:11])[N:8]([C@H:12]([C:14]2[CH:15]=[CH:16][C:17]([CH:20]=[CH2:21])=[CH:18][CH:19]=2)[CH3:13])[CH2:7][CH2:6]1)([C:34]([CH3:36])([CH3:35])[CH3:33])([CH3:39])[CH3:38]. The catalyst class is: 2. Reactant: [OH:1][CH2:2][CH2:3][CH2:4][C@@:5]1([C:22]2[CH:27]=[CH:26][CH:25]=[CH:24][CH:23]=2)[O:10][C:9](=[O:11])[N:8]([C@H:12]([C:14]2[CH:19]=[CH:18][C:17]([CH:20]=[CH2:21])=[CH:16][CH:15]=2)[CH3:13])[CH2:7][CH2:6]1.N1C=CN=C1.[CH3:33][C:34]([Si:37](Cl)([CH3:39])[CH3:38])([CH3:36])[CH3:35]. (2) Reactant: [NH2:1][C:2]1[C:3]([C:15]([NH2:17])=[O:16])=[CH:4][C:5]2[C:13]3[C:8](=[CH:9][CH:10]=[CH:11][CH:12]=3)[NH:7][C:6]=2[N:14]=1.C(Cl)CCl.[CH2:22]([O:29][CH2:30][C:31](O)=[O:32])[C:23]1[CH:28]=[CH:27][CH:26]=[CH:25][CH:24]=1. Product: [NH2:1][C:2]1[C:3]([C:15]([NH2:17])=[O:16])=[CH:4][C:5]2[C:13]3[C:8](=[CH:9][CH:10]=[CH:11][CH:12]=3)[N:7]([C:31](=[O:32])[CH2:30][O:29][CH2:22][C:23]3[CH:28]=[CH:27][CH:26]=[CH:25][CH:24]=3)[C:6]=2[N:14]=1. The catalyst class is: 383. (3) Reactant: [C:1]([O:5][C:6]([N:8]1[CH2:13][CH2:12][CH:11]([NH:14][C:15]2[CH:20]=[CH:19][N:18]=[CH:17][C:16]=2[N+:21]([O-])=O)[CH2:10][CH2:9]1)=[O:7])([CH3:4])([CH3:3])[CH3:2]. Product: [C:1]([O:5][C:6]([N:8]1[CH2:9][CH2:10][CH:11]([NH:14][C:15]2[CH:20]=[CH:19][N:18]=[CH:17][C:16]=2[NH2:21])[CH2:12][CH2:13]1)=[O:7])([CH3:4])([CH3:2])[CH3:3]. The catalyst class is: 29. (4) Reactant: [N+:1]([C:4]1[CH:10]=[CH:9][CH:8]=[CH:7][C:5]=1[NH2:6])([O-:3])=[O:2].[O:11]=[CH:12][C@@H:13]([C@H:15]([C@@H:17]([C@@H:19]([CH2:21][OH:22])[OH:20])[OH:18])[OH:16])O.OS(O)(=O)=O. Product: [N+:1]([C:4]1[CH:10]=[CH:9][CH:8]=[CH:7][C:5]=1[NH:6][CH:21]1[O:22][C@H:13]([CH2:12][OH:11])[C@@H:15]([OH:16])[C@H:17]([OH:18])[C@H:19]1[OH:20])([O-:3])=[O:2]. The catalyst class is: 5. (5) Reactant: CS(O[CH2:6][CH2:7][NH:8][C:9]1[C:13]([C:14]2[N:18]([CH2:19][C:20]3[O:21][CH:22]=[C:23]([Br:25])[CH:24]=3)[C:17](=[O:26])[O:16][N:15]=2)=[N:12][O:11][N:10]=1)(=O)=O.[N-:27]=[N+:28]=[N-:29].[Na+].O. Product: [N:27]([CH2:6][CH2:7][NH:8][C:9]1[C:13]([C:14]2[N:18]([CH2:19][C:20]3[O:21][CH:22]=[C:23]([Br:25])[CH:24]=3)[C:17](=[O:26])[O:16][N:15]=2)=[N:12][O:11][N:10]=1)=[N+:28]=[N-:29]. The catalyst class is: 9. (6) Reactant: [CH3:1][C@@:2]12[C:10](=[O:11])[CH2:9][CH2:8][C@H:7]1[C@@H:6]1[CH2:12][CH:13]=[C:14]3[CH2:19][C@@H:18]([OH:20])[CH2:17][CH2:16][C@:15]3([CH3:21])[C@H:5]1[CH2:4][CH2:3]2.[N+:22]([C:25]1[CH:33]=[CH:32][C:28]([C:29](O)=[O:30])=[CH:27][CH:26]=1)([O-:24])=[O:23].C1(P(C2C=CC=CC=2)C2C=CC=CC=2)C=CC=CC=1.CCOC(/N=N/C(OCC)=O)=O. Product: [N+:22]([C:25]1[CH:26]=[CH:27][C:28]([C:29]([O:20][C@@H:18]2[CH2:17][CH2:16][C@@:15]3([CH3:21])[C:14](=[CH:13][CH2:12][C@@H:6]4[C@@H:5]3[CH2:4][CH2:3][C@@:2]3([CH3:1])[C@H:7]4[CH2:8][CH2:9][C:10]3=[O:11])[CH2:19]2)=[O:30])=[CH:32][CH:33]=1)([O-:24])=[O:23]. The catalyst class is: 247. (7) Reactant: CNCCNC.[F:7][C:8]([F:17])([F:16])[C:9]1[CH:14]=[CH:13][N:12]=[C:11]([NH2:15])[N:10]=1.Br[C:19]1[CH:20]=[C:21]([CH:24]=[C:25]([Cl:27])[CH:26]=1)[C:22]#[N:23].C(=O)([O-])[O-].[K+].[K+].[I-].[K+]. Product: [Cl:27][C:25]1[CH:24]=[C:21]([CH:20]=[C:19]([NH:15][C:11]2[N:10]=[C:9]([C:8]([F:7])([F:16])[F:17])[CH:14]=[CH:13][N:12]=2)[CH:26]=1)[C:22]#[N:23]. The catalyst class is: 321. (8) Reactant: [C:1]([O:5][C:6](=[O:27])[NH:7][CH2:8][CH2:9][NH:10][C:11]1[CH:12]=[N:13][CH:14]=[C:15]([C:17]2[CH:18]=[C:19]3[C:24](=[CH:25][CH:26]=2)[CH:23]=[N:22][CH:21]=[CH:20]3)[CH:16]=1)([CH3:4])([CH3:3])[CH3:2].[CH:28]1[C:37]2[C:32](=[CH:33][CH:34]=[CH:35][CH:36]=2)[CH:31]=[CH:30][C:29]=1[S:38](Cl)(=[O:40])=[O:39]. Product: [C:1]([O:5][C:6](=[O:27])[NH:7][CH2:8][CH2:9][N:10]([C:11]1[CH:12]=[N:13][CH:14]=[C:15]([C:17]2[CH:18]=[C:19]3[C:24](=[CH:25][CH:26]=2)[CH:23]=[N:22][CH:21]=[CH:20]3)[CH:16]=1)[S:38]([C:29]1[CH:30]=[CH:31][C:32]2[C:37](=[CH:36][CH:35]=[CH:34][CH:33]=2)[CH:28]=1)(=[O:40])=[O:39])([CH3:4])([CH3:2])[CH3:3]. The catalyst class is: 17.